This data is from Reaction yield outcomes from USPTO patents with 853,638 reactions. The task is: Predict the reaction yield, written as a fraction of the theoretical maximum amount of product (1.0 means a 100% yield; for example, 0.34 means a 34% yield). (1) The reactants are [I:1][C:2]1[CH:10]=[C:9]([Cl:11])[CH:8]=[CH:7][C:3]=1[C:4]([OH:6])=O.CN(C(O[N:27]1N=[N:27][C:22]2[CH:23]=[CH:24][CH:24]=[CH:23][C:22]1=2)=[N+](C)C)C.F[P-](F)(F)(F)(F)F.C1(N)CC1.CCN(C(C)C)C(C)C.CCCC(C)C. The catalyst is CCOCC.CN(C=O)C. The product is [Cl:11][C:9]1[CH:8]=[CH:7][C:3]([C:4]([NH:27][CH:22]2[CH2:24][CH2:23]2)=[O:6])=[C:2]([I:1])[CH:10]=1. The yield is 0.820. (2) The reactants are [N+:1]([C:4]1[CH:9]=[CH:8][CH:7]=[CH:6][C:5]=1[S:10]([NH:13][CH:14]1[C:23]2[N:22]=[CH:21][CH:20]=[CH:19][C:18]=2[CH2:17][CH2:16][CH2:15]1)(=[O:12])=[O:11])([O-:3])=[O:2].[C:24]([O-:27])([O-])=O.[K+].[K+].[CH3:30][C:31]#[N:32]. The catalyst is C(OCC)(=O)C. The product is [N+:1]([C:4]1[CH:9]=[CH:8][CH:7]=[CH:6][C:5]=1[S:10]([N:13]([CH2:19][C:18]1[CH:23]=[CH:14][C:15]([C:24]([NH:32][C:31]2[CH:30]=[CH:6][CH:5]=[CH:4][N:1]=2)=[O:27])=[CH:16][CH:17]=1)[CH:14]1[C:23]2[N:22]=[CH:21][CH:20]=[CH:19][C:18]=2[CH2:17][CH2:16][CH2:15]1)(=[O:11])=[O:12])([O-:3])=[O:2]. The yield is 0.920. (3) The reactants are Br[C:2]1([NH:7][CH2:8][C:9]([C:12]2[CH:17]=[CH:16][C:15]([F:18])=[CH:14][CH:13]=2)([CH3:11])[CH3:10])[S:6][NH:5][CH:4]=[N:3]1.[C:19]([Cu])#[N:20]. No catalyst specified. The product is [F:18][C:15]1[CH:16]=[CH:17][C:12]([C:9]([CH3:11])([CH3:10])[CH2:8][NH:7][C:2]2[S:6][N:5]=[C:4]([C:19]#[N:20])[N:3]=2)=[CH:13][CH:14]=1. The yield is 0.0900. (4) The reactants are [CH3:1][O:2][C:3](=[O:11])[C:4]1[CH:9]=[CH:8][CH:7]=[C:6]([OH:10])[CH:5]=1.F[C:13]1[CH:18]=[CH:17][C:16]([F:19])=[CH:15][C:14]=1[N+:20]([O-:22])=[O:21].[CH3:23][O:24]C(=O)C1C=CC=CC=1OC1C=CC(F)=CC=1N.[CH3:42][O:43][C:44](=[O:60])[C:45]1[CH:50]=[CH:49][CH:48]=[C:47]([O:51][C:52]2[CH:57]=[CH:56][C:55]([F:58])=[CH:54][C:53]=2[NH2:59])[CH:46]=1.[NH2:61][C:62]1[S:63][CH:64]=[CH:65][N:66]=1. No catalyst specified. The product is [CH3:1][O:2][C:3](=[O:11])[C:4]1[CH:9]=[CH:8][CH:7]=[C:6]([O:10][C:13]2[CH:18]=[CH:17][C:16]([F:19])=[CH:15][C:14]=2[N+:20]([O-:22])=[O:21])[CH:5]=1.[CH3:42][O:43][C:44](=[O:60])[C:45]1[CH:50]=[CH:49][CH:48]=[C:47]([O:51][C:52]2[CH:57]=[CH:56][C:55]([F:58])=[CH:54][C:53]=2[NH:59][C:23]([NH:61][C:62]2[S:63][CH:64]=[CH:65][N:66]=2)=[O:24])[CH:46]=1. The yield is 0.500.